From a dataset of Experimentally validated miRNA-target interactions with 360,000+ pairs, plus equal number of negative samples. Binary Classification. Given a miRNA mature sequence and a target amino acid sequence, predict their likelihood of interaction. (1) The miRNA is hsa-miR-6799-5p with sequence GGGGAGGUGUGCAGGGCUGG. The protein sequence of the target gene is MAYCLTNCYQYSVTFEDTAVDFTQEEWILLDPVQRNLYRDVMLENYENVAKVGFQLFKPSVISWLEEEELRTLQQGVLQDWAIKHQTSVSALQQEFWKIQTSNGIQMDLVTFDSVAVEFTQEEWTLLDPAQRNLYSDVMLENYKNLSSVGYQLFKPSLISWLEEEEELSTLPRVLQEWKMCLKTKGPALWQDNFCLKTLNGIQLARNQNGEELYDCKQCEDVFCKHPCLKTNMSTQNRGNTSECIQYAKDLLSLYNKTSTIRKVSVFSKHGKSFRLILNVQVQRKCTQDKSFEGTDYGKA.... Result: 1 (interaction). (2) The miRNA is hsa-miR-4537 with sequence UGAGCCGAGCUGAGCUUAGCUG. The protein sequence of the target gene is MLLLLGLCLGLPLFSESQEEARSWDDTSEQVVLRVPRQLRLLQRLKTKPLMAEFSVKSTIISRYAFTTVSCRMLNRASEDQEAEFQMQIPESAFITNFTMLIGDSVYRGEITQKDKKSSESVKDKRNRTSDDNEENGSDMFKASLVIPSKDKAAFFLSYEELLQRRLGKYEHSISVRPQQLVGRLTVEVDILERSGITSLEVLPLHNSRKKGSGKAEGDVGPPPSTLINQNETFAKVIFKPTVVQQAKIAQNGILGDFIVRYDVEREQNIGDIQVLNGYFVHYFAPKNLPPLPKNVVFVL.... Result: 0 (no interaction). (3) The miRNA is hsa-miR-660-3p with sequence ACCUCCUGUGUGCAUGGAUUA. The protein sequence of the target gene is MAELDQLPDESSSAKALVSLKEGSLSNTWNEKYSSLQKTPVWKGRNTSSAVEMPFRNSKRSRLFSDEDDRQINTRSPKRNQRVAMVPQKFTATMSTPDKKASQKIGFRLRNLLKLPKAHKWCIYEWFYSNIDKPLFEGDNDFCVCLKESFPNLKTRKLTRVEWGKIRRLMGKPRRCSSAFFEEERSALKQKRQKIRLLQQRKVADVSQFKDLPDEIPLPLVIGTKVTARLRGVHDGLFTGQIDAVDTLNATYRVTFDRTGLGTHTIPDYEVLSNEPHETMPIAAFGQKQRPSRFFMTPPR.... Result: 0 (no interaction). (4) The miRNA is hsa-miR-6514-3p with sequence CUGCCUGUUCUUCCACUCCAG. The protein sequence of the target gene is MEVGGDTAAPAPGGAEDLEDTQFPSEEAREGGGVHAVPPDPEDEGLEETGSKDKDQPPSPSPPPQSEALSSTSRLWSPAAPENSPTCSPESSSGGQGGDPSDEEWRSQRKHVFVLSEAGKPIYSRYGSVEALSATMGVMTALVSFVQSAGDAIRAIYAEDHKLVFLQQGPLLLVAMSRTSQSAAQLRGELLAVHAQIVSTLTRASVARIFAHKQNYDLRRLLAGSERTLDRLLDSMEQDPGALLLGAVRCVPLARPLRDALGALLRRCTAPGLALSVLAVGGRLITAAQERNVLAECRLD.... Result: 1 (interaction). (5) The miRNA is hsa-miR-2276-5p with sequence GCCCUCUGUCACCUUGCAGACG. The protein sequence of the target gene is MPILLFLIDTSASMNQRTDLGTSYLDIAKGAVELFLKLRARDPASRGDRYMLVTYDEPPYCIKAGWKENHATFMNELKNLQASGLTTLGQALRSSFDLLNLNRLISGIDNYGQGRNPFFLEPSILITITDGNKLTSTASVQEELHLPLNSPLPGSELTKEPFRWDQRLFALVLRLPGVASTEPEQLGSVPSDESAITQMCEVTGGRSYCVRTQRMLNQCLESLVQKVQSGVVINFEKTGPDPLPVGEDTLMELCRPSNLFAAQPWHSCHKLIYVRPNSKTGVPVGHWPIPESFWPEQNLP.... Result: 0 (no interaction). (6) The miRNA is hsa-miR-4804-5p with sequence UUGGACGGUAAGGUUAAGCAA. The protein sequence of the target gene is MKAAVDLKPTLTIIKTEKVDLELFPSPDMECADVPLLTPSSKEMMSQALKATFSGFTKEQQRLGIPKDPRQWTETHVRDWVMWAVNEFSLKGVDFQKFCMSGAALCALGKECFLELAPDFVGDILWEHLEILQKEDVKPYQVNGANPTYPESCYTSDYFISYGIEHAQCVPPSEFSEPSFITESYQTLHPISSEELLSLKYENDYPSVILQDPLQTDTLQTDYFAIKQEVLTPDNMCLGRASRGKLGGQDSFESVESYDSCDRLTQSWSSQSSFNSLQRVPSYDSFDYEDYPAALPNHKP.... Result: 0 (no interaction). (7) The miRNA is mmu-miR-28c with sequence AGGAGCUCACAGUCUAUUGA. The protein sequence of the target gene is MPWKEESEFTKQDKAARVIQQAWKSFLNVAIFQHFKSLIDLRRQGEPRQIVKYINPKEAELLDAAAGIHVRFRLGGVKFPPDIYYKIFTHRPIEDLCANSPRNYAKLPAKHTSHNKNDHLQEEDHSGWYHRIENNGWRPVSDTFWLSTDGMVVEDKKESEFHFSKLKRRQDLEKKRKLRKIEWMRQMYYSGSLEAKSTHHETLGLIHTATKGLIRAFEDGGIDSVMEWEVDEVLNWTNTLNFDEYIASWKEIATSNSSANFKGFRFNQAQKNIYNYGGDISKMQMGIPDDTYYENVYQEP.... Result: 0 (no interaction).